Task: Predict the product of the given reaction.. Dataset: Forward reaction prediction with 1.9M reactions from USPTO patents (1976-2016) (1) Given the reactants [Cl:1][C:2]1[C:7]([Cl:8])=[CH:6][CH:5]=[CH:4][C:3]=1[C:9]1[CH:14]=[CH:13][N:12]=[CH:11][CH:10]=1.I[CH2:16][CH2:17][CH3:18].[BH4-].[Na+], predict the reaction product. The product is: [Cl:1][C:2]1[C:7]([Cl:8])=[CH:6][CH:5]=[CH:4][C:3]=1[C:9]1[CH2:10][CH2:11][N:12]([CH2:16][CH2:17][CH3:18])[CH2:13][CH:14]=1. (2) Given the reactants C(OC([N:8]([CH:42]1[CH2:47][CH2:46][CH2:45][CH2:44][CH2:43]1)[C:9]1[CH:14]=[C:13]([C:15]2[CH:20]=[C:19](OS(C(F)(F)F)(=O)=O)[CH:18]=[C:17]([N:29]3[CH2:34][CH2:33][N:32](C(OC(C)(C)C)=O)[CH2:31][CH2:30]3)[N:16]=2)[CH:12]=[CH:11][N:10]=1)=O)(C)(C)C.[N:48]1[CH:53]=[C:52](B(O)O)[CH:51]=[N:50][CH:49]=1.C(Cl)Cl.C([O-])([O-])=O.[Na+].[Na+], predict the reaction product. The product is: [CH:42]1([NH:8][C:9]2[CH:14]=[C:13]([C:15]3[CH:20]=[C:19]([C:52]4[CH:53]=[N:48][CH:49]=[N:50][CH:51]=4)[CH:18]=[C:17]([N:29]4[CH2:34][CH2:33][NH:32][CH2:31][CH2:30]4)[N:16]=3)[CH:12]=[CH:11][N:10]=2)[CH2:43][CH2:44][CH2:45][CH2:46][CH2:47]1. (3) Given the reactants [C:1]([O:5][C:6]([NH:8][C@@:9]1([CH:22]2[CH2:27][CH2:26][N:25]([C:28]([O:30][CH2:31][CH2:32][Si:33]([CH3:36])([CH3:35])[CH3:34])=[O:29])[CH2:24][CH2:23]2)[C:16](=[O:17])[N:15]2[C@@H:11]([S:12][CH2:13][C@H:14]2[C:18](OC)=O)[CH2:10]1)=[O:7])([CH3:4])([CH3:3])[CH3:2].[NH3:37], predict the reaction product. The product is: [C:1]([O:5][C:6]([NH:8][C@@:9]1([CH:22]2[CH2:27][CH2:26][N:25]([C:28]([O:30][CH2:31][CH2:32][Si:33]([CH3:34])([CH3:36])[CH3:35])=[O:29])[CH2:24][CH2:23]2)[C:16](=[O:17])[N:15]2[C@@H:11]([S:12][CH2:13][C@H:14]2[C:18]#[N:37])[CH2:10]1)=[O:7])([CH3:2])([CH3:4])[CH3:3]. (4) Given the reactants Br[CH2:2][C:3]1[CH:8]=[CH:7][C:6]([O:9][CH3:10])=[C:5]([N+:11]([O-:13])=[O:12])[CH:4]=1.C(N(CC)CC)C.[CH3:21][NH:22][CH2:23][CH2:24][OH:25], predict the reaction product. The product is: [CH3:10][O:9][C:6]1[CH:7]=[CH:8][C:3]([CH2:2][N:22]([CH3:21])[CH2:23][CH2:24][OH:25])=[CH:4][C:5]=1[N+:11]([O-:13])=[O:12].